From a dataset of CYP3A4 inhibition data for predicting drug metabolism from PubChem BioAssay. Regression/Classification. Given a drug SMILES string, predict its absorption, distribution, metabolism, or excretion properties. Task type varies by dataset: regression for continuous measurements (e.g., permeability, clearance, half-life) or binary classification for categorical outcomes (e.g., BBB penetration, CYP inhibition). Dataset: cyp3a4_veith. The drug is CC(=O)OC[C@@H]1O[C@H](C/C=N\OC[C@@H](O)COCc2ccco2)C=C[C@@H]1OC(C)=O. The result is 0 (non-inhibitor).